Dataset: NCI-60 drug combinations with 297,098 pairs across 59 cell lines. Task: Regression. Given two drug SMILES strings and cell line genomic features, predict the synergy score measuring deviation from expected non-interaction effect. (1) Drug 1: C1CN1P(=S)(N2CC2)N3CC3. Drug 2: COC1=C2C(=CC3=C1OC=C3)C=CC(=O)O2. Cell line: SK-MEL-5. Synergy scores: CSS=17.1, Synergy_ZIP=-2.05, Synergy_Bliss=0.764, Synergy_Loewe=-3.95, Synergy_HSA=1.01. (2) Drug 1: C1=NC(=NC(=O)N1C2C(C(C(O2)CO)O)O)N. Drug 2: CCN(CC)CCCC(C)NC1=C2C=C(C=CC2=NC3=C1C=CC(=C3)Cl)OC. Cell line: HL-60(TB). Synergy scores: CSS=81.4, Synergy_ZIP=3.43, Synergy_Bliss=4.90, Synergy_Loewe=-9.49, Synergy_HSA=8.05.